Dataset: Reaction yield outcomes from USPTO patents with 853,638 reactions. Task: Predict the reaction yield, written as a fraction of the theoretical maximum amount of product (1.0 means a 100% yield; for example, 0.34 means a 34% yield). The reactants are [Cl:1][C:2]1[CH:22]=[C:21]([Cl:23])[CH:20]=[CH:19][C:3]=1[CH2:4][N:5]1[C:9]([CH2:10][CH2:11][C:12]([OH:14])=O)=[CH:8][C:7]([O:15][CH:16]([CH3:18])[CH3:17])=[N:6]1.[C:24]1([CH2:30][CH2:31][CH2:32][S:33]([NH2:36])(=[O:35])=[O:34])[CH:29]=[CH:28][CH:27]=[CH:26][CH:25]=1.N12CCCN=C1CCCCC2. The catalyst is O1CCCC1. The product is [Cl:1][C:2]1[CH:22]=[C:21]([Cl:23])[CH:20]=[CH:19][C:3]=1[CH2:4][N:5]1[C:9]([CH2:10][CH2:11][C:12]([NH:36][S:33]([CH2:32][CH2:31][CH2:30][C:24]2[CH:29]=[CH:28][CH:27]=[CH:26][CH:25]=2)(=[O:34])=[O:35])=[O:14])=[CH:8][C:7]([O:15][CH:16]([CH3:18])[CH3:17])=[N:6]1. The yield is 0.760.